From a dataset of Tox21: 12 toxicity assays (nuclear receptors and stress response pathways). Binary classification across 12 toxicity assays. The drug is CCCC[Sn](CCCC)(CCCC)CCCC. It tested positive (active) for: NR-PPAR-gamma (PPAR-gamma nuclear receptor agonist), SR-ARE (Antioxidant Response Element (oxidative stress)), SR-HSE (Heat Shock Element response), and SR-MMP (Mitochondrial Membrane Potential disruption).